From a dataset of Peptide-MHC class II binding affinity with 134,281 pairs from IEDB. Regression. Given a peptide amino acid sequence and an MHC pseudo amino acid sequence, predict their binding affinity value. This is MHC class II binding data. (1) The peptide sequence is IPVMAYLVGLFAWVL. The MHC is DRB1_0405 with pseudo-sequence DRB1_0405. The binding affinity (normalized) is 0.216. (2) The binding affinity (normalized) is 0.685. The MHC is DRB1_1101 with pseudo-sequence DRB1_1101. The peptide sequence is ALTALIRDPPADSTG. (3) The binding affinity (normalized) is 0.131. The peptide sequence is GVTCGPGHGISVGSL. The MHC is HLA-DQA10501-DQB10201 with pseudo-sequence HLA-DQA10501-DQB10201. (4) The peptide sequence is AGLGLRSAISSGLGS. The MHC is DRB3_0101 with pseudo-sequence DRB3_0101. The binding affinity (normalized) is 0.167. (5) The peptide sequence is SQDLELSWNLNGIQAY. The MHC is DRB1_1302 with pseudo-sequence DRB1_1302. The binding affinity (normalized) is 0.633. (6) The MHC is DRB1_1001 with pseudo-sequence DRB1_1001. The binding affinity (normalized) is 0.605. The peptide sequence is YDKALANVSTVLTGK.